Task: Regression. Given two drug SMILES strings and cell line genomic features, predict the synergy score measuring deviation from expected non-interaction effect.. Dataset: NCI-60 drug combinations with 297,098 pairs across 59 cell lines Drug 1: C1C(C(OC1N2C=NC3=C(N=C(N=C32)Cl)N)CO)O. Drug 2: CC1C(C(CC(O1)OC2CC(OC(C2O)C)OC3=CC4=CC5=C(C(=O)C(C(C5)C(C(=O)C(C(C)O)O)OC)OC6CC(C(C(O6)C)O)OC7CC(C(C(O7)C)O)OC8CC(C(C(O8)C)O)(C)O)C(=C4C(=C3C)O)O)O)O. Cell line: OVCAR3. Synergy scores: CSS=3.97, Synergy_ZIP=-2.67, Synergy_Bliss=-6.66, Synergy_Loewe=-22.1, Synergy_HSA=-6.68.